This data is from Catalyst prediction with 721,799 reactions and 888 catalyst types from USPTO. The task is: Predict which catalyst facilitates the given reaction. (1) Reactant: [C:1]([NH:11][C@H:12]([C:16]([O:18][CH2:19][CH:20]([CH2:25][O:26][C:27](=[O:43])[C@H:28]([CH:40]([CH3:42])[CH3:41])[NH:29][C:30]([O:32][CH2:33][C:34]1[CH:39]=[CH:38][CH:37]=[CH:36][CH:35]=1)=[O:31])[CH2:21][C:22]([OH:24])=[O:23])=[O:17])[CH:13]([CH3:15])[CH3:14])([O:3][CH2:4][C:5]1[CH:10]=[CH:9][CH:8]=[CH:7][CH:6]=1)=[O:2].[OH-].C([N+](CCCC)(CCCC)CCCC)CCC.[Cl:62][CH2:63]I. Product: [Cl:62][CH2:63][O:23][C:22](=[O:24])[CH2:21][CH:20]([CH2:25][O:26][C:27](=[O:43])[C@H:28]([CH:40]([CH3:42])[CH3:41])[NH:29][C:30]([O:32][CH2:33][C:34]1[CH:39]=[CH:38][CH:37]=[CH:36][CH:35]=1)=[O:31])[CH2:19][O:18][C:16](=[O:17])[C@H:12]([CH:13]([CH3:15])[CH3:14])[NH:11][C:1]([O:3][CH2:4][C:5]1[CH:6]=[CH:7][CH:8]=[CH:9][CH:10]=1)=[O:2]. The catalyst class is: 12. (2) Reactant: [F:1][C:2]([F:16])([F:15])[CH2:3][O:4][C:5]1[CH:6]=[CH:7][C:8]([C:11]([O:13]C)=[O:12])=[N:9][CH:10]=1.[OH-].[Li+].Cl. Product: [F:16][C:2]([F:1])([F:15])[CH2:3][O:4][C:5]1[CH:6]=[CH:7][C:8]([C:11]([OH:13])=[O:12])=[N:9][CH:10]=1. The catalyst class is: 20. (3) Reactant: [Br:1][C:2]1[CH:9]=[CH:8][C:5]([CH:6]=[O:7])=[CH:4][C:3]=1[F:10].[BH4-].[Na+].CO. Product: [Br:1][C:2]1[CH:9]=[CH:8][C:5]([CH2:6][OH:7])=[CH:4][C:3]=1[F:10]. The catalyst class is: 1.